Dataset: Peptide-MHC class I binding affinity with 185,985 pairs from IEDB/IMGT. Task: Regression. Given a peptide amino acid sequence and an MHC pseudo amino acid sequence, predict their binding affinity value. This is MHC class I binding data. The peptide sequence is DVCKNFLKQVY. The MHC is H-2-Db with pseudo-sequence H-2-Db. The binding affinity (normalized) is 0.